Task: Binary Classification. Given a drug SMILES string, predict its activity (active/inactive) in a high-throughput screening assay against a specified biological target.. Dataset: M1 muscarinic receptor antagonist screen with 61,756 compounds (1) The molecule is S(CC(=O)Nc1cc2oc3c(c2cc1OC)cccc3)c1n(nnn1)c1ccccc1. The result is 0 (inactive). (2) The compound is Brc1sc(C(=O)N2CCN(CC2)Cc2cc3OCOc3cc2)cc1. The result is 0 (inactive).